This data is from Peptide-MHC class II binding affinity with 134,281 pairs from IEDB. The task is: Regression. Given a peptide amino acid sequence and an MHC pseudo amino acid sequence, predict their binding affinity value. This is MHC class II binding data. (1) The MHC is H-2-IAb with pseudo-sequence H-2-IAb. The binding affinity (normalized) is 0.513. The peptide sequence is KITSLPLIAASI. (2) The peptide sequence is STIFPFRRLFMVAEV. The MHC is HLA-DPA10301-DPB10402 with pseudo-sequence HLA-DPA10301-DPB10402. The binding affinity (normalized) is 0.425. (3) The peptide sequence is GVPVSLVNSIQRRTL. The MHC is DRB1_0101 with pseudo-sequence DRB1_0101. The binding affinity (normalized) is 0.278. (4) The peptide sequence is AQQSKLAQRRVFHGV. The binding affinity (normalized) is 0.820. The MHC is DRB4_0103 with pseudo-sequence DRB4_0103.